From a dataset of Forward reaction prediction with 1.9M reactions from USPTO patents (1976-2016). Predict the product of the given reaction. (1) Given the reactants [Cl:1][C:2]1[C:7]([C:8]2[CH:13]=[CH:12][CH:11]=[C:10]([CH2:14][CH3:15])[CH:9]=2)=[C:6]([NH:16][CH2:17][CH2:18][CH2:19][CH2:20][O:21][CH3:22])[CH:5]=[CH:4][CH:3]=1.[CH3:23][N:24]([CH2:32][CH:33]=O)[C:25](=[O:31])[O:26][C:27]([CH3:30])([CH3:29])[CH3:28].C(O)(=O)C.C(O[BH-](OC(=O)C)OC(=O)C)(=O)C.[Na+], predict the reaction product. The product is: [Cl:1][C:2]1[C:7]([C:8]2[CH:13]=[CH:12][CH:11]=[C:10]([CH2:14][CH3:15])[CH:9]=2)=[C:6]([N:16]([CH2:17][CH2:18][CH2:19][CH2:20][O:21][CH3:22])[CH2:33][CH2:32][N:24]([CH3:23])[C:25](=[O:31])[O:26][C:27]([CH3:29])([CH3:28])[CH3:30])[CH:5]=[CH:4][CH:3]=1. (2) The product is: [Cl:1][C:2]1[CH:3]=[C:4]([C:9]2[N:13]([C:14]3[CH:19]=[CH:18][C:17]([F:20])=[C:16]([C:21]#[N:22])[CH:15]=3)[N:12]=[C:11]([C:23]([OH:25])=[O:24])[CH:10]=2)[CH:5]=[C:6]([F:8])[CH:7]=1. Given the reactants [Cl:1][C:2]1[CH:3]=[C:4]([C:9]2[N:13]([C:14]3[CH:19]=[CH:18][C:17]([F:20])=[C:16]([C:21]#[N:22])[CH:15]=3)[N:12]=[C:11]([C:23]([O:25]CC)=[O:24])[CH:10]=2)[CH:5]=[C:6]([F:8])[CH:7]=1.ClC1C=C(N2C(C3C=C(F)C=C(Cl)C=3)=CC(C(O)=O)=N2)C=CC=1F, predict the reaction product.